This data is from Peptide-MHC class I binding affinity with 185,985 pairs from IEDB/IMGT. The task is: Regression. Given a peptide amino acid sequence and an MHC pseudo amino acid sequence, predict their binding affinity value. This is MHC class I binding data. (1) The peptide sequence is VTIPQIGGM. The MHC is HLA-A02:03 with pseudo-sequence HLA-A02:03. The binding affinity (normalized) is 0.0847. (2) The peptide sequence is YHLGGIEGL. The MHC is HLA-B35:01 with pseudo-sequence HLA-B35:01. The binding affinity (normalized) is 0.0847. (3) The peptide sequence is REIGDISYL. The MHC is HLA-A11:01 with pseudo-sequence HLA-A11:01. The binding affinity (normalized) is 0.0847. (4) The peptide sequence is VVENPTIQK. The MHC is HLA-A68:01 with pseudo-sequence HLA-A68:01. The binding affinity (normalized) is 0.445. (5) The binding affinity (normalized) is 0.0354. The peptide sequence is VTPEYIKDL. The MHC is HLA-A02:03 with pseudo-sequence HLA-A02:03. (6) The MHC is HLA-B35:01 with pseudo-sequence HLA-B35:01. The binding affinity (normalized) is 0.119. The peptide sequence is RYPLTFGWCF. (7) The peptide sequence is IIRLHSDASK. The MHC is HLA-A11:01 with pseudo-sequence HLA-A11:01. The binding affinity (normalized) is 0.149.